This data is from Full USPTO retrosynthesis dataset with 1.9M reactions from patents (1976-2016). The task is: Predict the reactants needed to synthesize the given product. (1) Given the product [CH2:18]([O:21][N:22]1[C:1](=[O:4])[N:27]2[CH2:28][C@H:23]1[CH:24]=[C:25]([CH:32]([CH3:34])[CH3:33])[C@H:26]2[C:29]([NH2:31])=[O:30])[CH:19]=[CH2:20], predict the reactants needed to synthesize it. The reactants are: [CH2:1]([O:4]N1C(=O)N2C[C@H]1C=C(C)[C@H]2C(N)=O)C=C.[CH2:18]([O:21][NH:22][C@H:23]1[CH2:28][NH:27][C@H:26]([C:29]([NH2:31])=[O:30])[C:25]([CH:32]([CH3:34])[CH3:33])=[CH:24]1)[CH:19]=[CH2:20]. (2) Given the product [C:7]12([NH:17][C:18](=[O:24])[CH2:19][CH2:20][CH2:21][CH:22]=[O:23])[CH2:16][CH:11]3[CH2:10][CH:9]([CH2:15][CH:13]([CH2:12]3)[CH2:14]1)[CH2:8]2, predict the reactants needed to synthesize it. The reactants are: C(Cl)(=O)C(Cl)=O.[C:7]12([NH:17][C:18](=[O:24])[CH2:19][CH2:20][CH2:21][CH2:22][OH:23])[CH2:16][CH:11]3[CH2:12][CH:13]([CH2:15][CH:9]([CH2:10]3)[CH2:8]1)[CH2:14]2.C(N(CC)CC)C.